Dataset: Forward reaction prediction with 1.9M reactions from USPTO patents (1976-2016). Task: Predict the product of the given reaction. Given the reactants Br[C:2]1[CH:3]=[N:4][CH:5]=[C:6]([CH:9]=1)[CH:7]=O.C([O-])([O-])=O.[Cs+].[Cs+].[CH3:16][C:17]([S@:20]([NH2:22])=[O:21])([CH3:19])[CH3:18].C(Cl)[Cl:24], predict the reaction product. The product is: [Cl:24][C:2]1[CH:9]=[C:6](/[CH:7]=[N:22]/[S@@:20]([C:17]([CH3:19])([CH3:18])[CH3:16])=[O:21])[CH:5]=[N:4][CH:3]=1.